From a dataset of Catalyst prediction with 721,799 reactions and 888 catalyst types from USPTO. Predict which catalyst facilitates the given reaction. (1) Reactant: [Cl-].[Al+3].[Cl-].[Cl-].[H-].[H-].[H-].[H-].[Li+].[Al+3].[OH:11][C:12]1[CH:28]=[CH:27][C:15]([C:16]2[O:17][C:18]3[C:23]([C:24](=O)[CH:25]=2)=[CH:22][CH:21]=[CH:20][CH:19]=3)=[CH:14][CH:13]=1. Product: [O:17]1[C:18]2[C:23](=[CH:22][CH:21]=[CH:20][CH:19]=2)[CH2:24][CH:25]=[C:16]1[C:15]1[CH:14]=[CH:13][C:12]([OH:11])=[CH:28][CH:27]=1. The catalyst class is: 1. (2) Reactant: C([O:3][C:4]([C:6]1([CH3:19])[CH2:11][CH2:10][N:9]([C:12]([O:14][C:15]([CH3:18])(C)C)=[O:13])[CH2:8][CH2:7]1)=[O:5])C.[OH-].[Na+].O=C1CCC(=O)N1OC(=O)OC[C:33]1[CH:38]=[CH:37]C=[CH:35][CH:34]=1. Product: [CH2:15]([O:14][C:12]([N:9]1[CH2:8][CH2:7][C:6]([CH3:19])([C:4]([OH:3])=[O:5])[CH2:11][CH2:10]1)=[O:13])[C:18]1[CH:37]=[CH:38][CH:33]=[CH:34][CH:35]=1. The catalyst class is: 33. (3) Reactant: [F:1][C:2]1[CH:11]=[CH:10][C:9]([N:12]2[CH2:17][CH2:16][C:15]([NH:19]C(=O)OCC3C=CC=CC=3)([CH3:18])[CH2:14][CH2:13]2)=[C:8]2[C:3]=1[CH:4]=[CH:5][C:6]([C:30]1[N:34]3[CH:35]=[CH:36][C:37]([O:39][CH2:40][CH2:41][O:42][CH3:43])=[CH:38][C:33]3=[N:32][CH:31]=1)=[N:7]2.[H][H]. Product: [F:1][C:2]1[CH:11]=[CH:10][C:9]([N:12]2[CH2:13][CH2:14][C:15]([CH3:18])([NH2:19])[CH2:16][CH2:17]2)=[C:8]2[C:3]=1[CH:4]=[CH:5][C:6]([C:30]1[N:34]3[CH:35]=[CH:36][C:37]([O:39][CH2:40][CH2:41][O:42][CH3:43])=[CH:38][C:33]3=[N:32][CH:31]=1)=[N:7]2. The catalyst class is: 381. (4) Reactant: [Br:1][C:2]1[CH:3]=[CH:4][C:5]([CH:8]([C:10]2[CH:15]=[C:14]([Cl:16])[CH:13]=[C:12]([Cl:17])[CH:11]=2)O)=[N:6][CH:7]=1.C(N(CC)CC)C.S(Cl)([Cl:27])=O. Product: [Br:1][C:2]1[CH:3]=[CH:4][C:5]([CH:8]([Cl:27])[C:10]2[CH:15]=[C:14]([Cl:16])[CH:13]=[C:12]([Cl:17])[CH:11]=2)=[N:6][CH:7]=1. The catalyst class is: 244. (5) Reactant: [Br:1][C:2]1[CH:3]=[CH:4][C:5]([CH2:9][OH:10])=[N:6][C:7]=1[CH3:8].CCN(C(C)C)C(C)C.[CH3:20][S:21](Cl)(=[O:23])=[O:22].O. Product: [CH3:20][S:21]([O:10][CH2:9][C:5]1[CH:4]=[CH:3][C:2]([Br:1])=[C:7]([CH3:8])[N:6]=1)(=[O:23])=[O:22]. The catalyst class is: 64. (6) Reactant: C([N:4]1[C@H:23]([C:24]2[CH:29]=[CH:28][C:27]([F:30])=[C:26]([C:31]#[N:32])[C:25]=2[CH3:33])[CH2:22][N:7]2[CH2:8][CH2:9][N:10]([C:12]([O:14][CH2:15][C:16]3[CH:21]=[CH:20][CH:19]=[CH:18][CH:17]=3)=[O:13])[CH2:11][C@H:6]2[CH2:5]1)C=C.CN1C(=O)CC(=O)N(C)C1=O.[C:53](O[C:53]([O:55][C:56]([CH3:59])([CH3:58])[CH3:57])=[O:54])([O:55][C:56]([CH3:59])([CH3:58])[CH3:57])=[O:54].C(N(CC)CC)C. Product: [C:31]([C:26]1[C:25]([CH3:33])=[C:24]([C@@H:23]2[CH2:22][N:7]3[CH2:8][CH2:9][N:10]([C:12]([O:14][CH2:15][C:16]4[CH:21]=[CH:20][CH:19]=[CH:18][CH:17]=4)=[O:13])[CH2:11][C@H:6]3[CH2:5][N:4]2[C:53]([O:55][C:56]([CH3:57])([CH3:58])[CH3:59])=[O:54])[CH:29]=[CH:28][C:27]=1[F:30])#[N:32]. The catalyst class is: 532. (7) Reactant: [Cl:1][C:2]1[CH:3]=[C:4]([C:9]([C:20]([F:23])([F:22])[F:21])([CH2:12]C(=O)N2C=CC=C2)[C:10]#N)[CH:5]=[C:6](Cl)[CH:7]=1.[CH3:24][O-:25].[Na+].[NH4+:27].[Cl-:28].[CH3:29][OH:30]. Product: [C:12]([C:9]([C:4]1[CH:5]=[C:6]([Cl:28])[CH:7]=[C:2]([Cl:1])[CH:3]=1)([C:20]([F:21])([F:22])[F:23])[CH2:10][C:24]([O:30][CH3:29])=[O:25])#[N:27]. The catalyst class is: 11. (8) Reactant: [CH2:1]([N:8]1[CH2:13][CH2:12][C:11]([C:15]2[C:16](Cl)=[N:17][C:18]3[C:23]([CH:24]=2)=[CH:22][CH:21]=[CH:20][CH:19]=3)(O)[CH2:10][CH2:9]1)[C:2]1[CH:7]=[CH:6][CH:5]=[CH:4][CH:3]=1.[OH2:26]. Product: [CH2:1]([N:8]1[CH2:13][CH:12]=[C:11]([C:15]2[C:16](=[O:26])[NH:17][C:18]3[C:23]([CH:24]=2)=[CH:22][CH:21]=[CH:20][CH:19]=3)[CH2:10][CH2:9]1)[C:2]1[CH:7]=[CH:6][CH:5]=[CH:4][CH:3]=1. The catalyst class is: 33.